This data is from Catalyst prediction with 721,799 reactions and 888 catalyst types from USPTO. The task is: Predict which catalyst facilitates the given reaction. (1) Reactant: [C:1]1(=O)[C:9]2[CH2:8][CH:7]=[CH:6][CH2:5][C:4]=2[C:3](=[O:10])[O:2]1.O.[NH2:13][NH2:14]. Product: [C:3]1(=[O:10])[C:4]2[CH2:5][CH:6]=[CH:7][CH2:8][C:9]=2[C:1](=[O:2])[NH:14][NH:13]1. The catalyst class is: 11. (2) Reactant: C([O:4][C@@H:5]1[C@@H:13]([CH2:14][O:15]C(=O)C)[O:12][C@H:11]2[C@H:7]([N:8]=[C:9]([NH:19][CH2:20][CH2:21][O:22][CH2:23][C:24]3[CH:29]=[CH:28][CH:27]=[CH:26][CH:25]=3)[S:10]2)[C@H:6]1[O:30]C(=O)C)(=O)C.C(=O)([O-])[O-].[K+].[K+].C(O)(=O)C.C(OCC)(=O)C. Product: [CH2:23]([O:22][CH2:21][CH2:20][NH:19][C:9]1[S:10][C@H:11]2[O:12][C@H:13]([CH2:14][OH:15])[C@@H:5]([OH:4])[C@H:6]([OH:30])[C@H:7]2[N:8]=1)[C:24]1[CH:29]=[CH:28][CH:27]=[CH:26][CH:25]=1. The catalyst class is: 5. (3) Reactant: [Br:1][C:2]1[C:11]([F:12])=[CH:10][CH:9]=[C:8]2[C:3]=1[CH2:4][CH2:5][N:6]([C:17](=[O:27])[CH2:18][NH:19]C(OC(C)(C)C)=O)[CH:7]2[CH2:13][C:14]([OH:16])=[O:15]. Product: [NH2:19][CH2:18][C:17]([N:6]1[CH2:5][CH2:4][C:3]2[C:8](=[CH:9][CH:10]=[C:11]([F:12])[C:2]=2[Br:1])[CH:7]1[CH2:13][C:14]([OH:16])=[O:15])=[O:27]. The catalyst class is: 393.